This data is from Catalyst prediction with 721,799 reactions and 888 catalyst types from USPTO. The task is: Predict which catalyst facilitates the given reaction. (1) Reactant: [Br:1][C:2]1[CH:3]=[C:4]2[C:9](=[CH:10][CH:11]=1)[CH:8]=[C:7]([OH:12])[CH:6]=[CH:5]2.[CH2:13]([N:15]1[CH2:19][CH2:18][CH2:17][C@H:16]1[CH2:20]O)[CH3:14].C1(P(C2C=CC=CC=2)C2C=CC=CC=2)C=CC=CC=1. The catalyst class is: 1. Product: [CH2:13]([N:15]1[CH2:19][CH2:18][CH2:17][C@H:16]1[CH2:20][O:12][C:7]1[CH:6]=[CH:5][C:4]2[C:9](=[CH:10][CH:11]=[C:2]([Br:1])[CH:3]=2)[CH:8]=1)[CH3:14]. (2) Reactant: C([O:5][C:6](=[O:39])[CH2:7][CH2:8][C:9]1[CH:14]=[C:13]([Cl:15])[C:12]([C:16]2[NH:17][C:18]3[C:23]([CH:24]=2)=[CH:22][CH:21]=[C:20]([C:25](=[O:37])[NH:26][C:27]2[CH:36]=[CH:35][C:34]4[C:29](=[CH:30][CH:31]=[CH:32][CH:33]=4)[N:28]=2)[CH:19]=3)=[C:11]([Cl:38])[CH:10]=1)(C)(C)C.Cl. Product: [ClH:15].[Cl:38][C:11]1[CH:10]=[C:9]([CH2:8][CH2:7][C:6]([OH:39])=[O:5])[CH:14]=[C:13]([Cl:15])[C:12]=1[C:16]1[NH:17][C:18]2[C:23]([CH:24]=1)=[CH:22][CH:21]=[C:20]([C:25](=[O:37])[NH:26][C:27]1[CH:36]=[CH:35][C:34]3[C:29](=[CH:30][CH:31]=[CH:32][CH:33]=3)[N:28]=1)[CH:19]=2. The catalyst class is: 2.